From a dataset of Reaction yield outcomes from USPTO patents with 853,638 reactions. Predict the reaction yield, written as a fraction of the theoretical maximum amount of product (1.0 means a 100% yield; for example, 0.34 means a 34% yield). (1) The reactants are Br[C:2]1[CH:3]=[C:4]([C:9]2([C:19]3[CH:24]=[CH:23][N:22]=[CH:21][CH:20]=3)[C:17]3[C:12](=[CH:13][CH:14]=[CH:15][CH:16]=3)[C:11]([NH2:18])=[N:10]2)[CH:5]=[CH:6][C:7]=1[F:8].[N:25]1[CH:30]=[C:29](B(O)O)[CH:28]=[N:27][CH:26]=1. No catalyst specified. The product is [F:8][C:7]1[CH:6]=[CH:5][C:4]([C:9]2([C:19]3[CH:24]=[CH:23][N:22]=[CH:21][CH:20]=3)[C:17]3[C:12](=[CH:13][CH:14]=[CH:15][CH:16]=3)[C:11]([NH2:18])=[N:10]2)=[CH:3][C:2]=1[C:29]1[CH:30]=[N:25][CH:26]=[N:27][CH:28]=1. The yield is 0.410. (2) The product is [C:1]([C:5]1[CH:10]=[CH:9][CH:8]=[CH:7][C:6]=1[N:11]1[CH2:16][CH2:15][N:14]([C:25](=[O:32])[CH2:26][CH2:27][C:28]([O:30][CH3:31])=[O:29])[CH2:13][CH2:12]1)([CH3:4])([CH3:2])[CH3:3]. The catalyst is C(Cl)Cl. The yield is 0.740. The reactants are [C:1]([C:5]1[CH:10]=[CH:9][CH:8]=[CH:7][C:6]=1[N:11]1[CH2:16][CH2:15][NH:14][CH2:13][CH2:12]1)([CH3:4])([CH3:3])[CH3:2].C(N(CC)CC)C.Cl[C:25](=[O:32])[CH2:26][CH2:27][C:28]([O:30][CH3:31])=[O:29].